This data is from Catalyst prediction with 721,799 reactions and 888 catalyst types from USPTO. The task is: Predict which catalyst facilitates the given reaction. Reactant: [CH2:1]([O:8][C:9](=[O:47])[NH:10][C:11]12[CH2:19][CH2:18][CH:15]([CH2:16][CH2:17]1)[CH2:14][N:13]1[C:20](=[O:46])[C:21]([O:38][CH2:39][C:40]3[CH:45]=[CH:44][CH:43]=[CH:42][CH:41]=3)=[C:22]([C:24](=O)[NH:25][CH2:26][C:27](=O)[CH2:28][C:29]3[CH:34]=[CH:33][C:32]([F:35])=[CH:31][CH:30]=3)[N:23]=[C:12]21)[C:2]1[CH:7]=[CH:6][CH:5]=[CH:4][CH:3]=1.COC1C=CC(P2(SP(C3C=CC(OC)=CC=3)(=S)S2)=[S:57])=CC=1. Product: [CH2:1]([O:8][C:9](=[O:47])[NH:10][C:11]12[CH2:19][CH2:18][CH:15]([CH2:16][CH2:17]1)[CH2:14][N:13]1[C:20](=[O:46])[C:21]([O:38][CH2:39][C:40]3[CH:45]=[CH:44][CH:43]=[CH:42][CH:41]=3)=[C:22]([C:24]3[S:57][C:27]([CH2:28][C:29]4[CH:34]=[CH:33][C:32]([F:35])=[CH:31][CH:30]=4)=[CH:26][N:25]=3)[N:23]=[C:12]21)[C:2]1[CH:7]=[CH:6][CH:5]=[CH:4][CH:3]=1. The catalyst class is: 11.